This data is from Full USPTO retrosynthesis dataset with 1.9M reactions from patents (1976-2016). The task is: Predict the reactants needed to synthesize the given product. (1) Given the product [C:1]12([C:11]3[CH:12]=[C:13]([C:18]4[CH:19]=[C:20]([CH:23]=[CH:24][C:25]=4[F:26])[CH:21]=[C:33]4[S:27][C:28]([N:34]5[CH2:39][CH2:38][O:37][CH2:36][CH2:35]5)=[N:30][C:31]4=[O:32])[CH:14]=[CH:15][C:16]=3[OH:17])[CH2:8][CH:7]3[CH2:6][CH:5]([CH2:4][CH:3]([CH2:9]3)[CH2:2]1)[CH2:10]2, predict the reactants needed to synthesize it. The reactants are: [C:1]12([C:11]3[CH:12]=[C:13]([C:18]4[CH:19]=[C:20]([CH:23]=[CH:24][C:25]=4[F:26])[CH:21]=O)[CH:14]=[CH:15][C:16]=3[OH:17])[CH2:10][CH:5]3[CH2:6][CH:7]([CH2:9][CH:3]([CH2:4]3)[CH2:2]1)[CH2:8]2.[S:27]1[CH2:33][C:31](=[O:32])[NH:30][C:28]1=S.[NH:34]1[CH2:39][CH2:38][O:37][CH2:36][CH2:35]1. (2) Given the product [CH3:39][N:40]1[CH2:44][CH2:45][C:43]2[C:6]3[C:5](=[CH:4][CH:3]=[C:2]([CH3:10])[CH:7]=3)[N:8]([CH2:12][C:13]([O:15][C:16]3[CH:17]=[CH:88][C:83]([F:82])=[CH:84][CH:85]=3)=[O:14])[C:42]=2[CH2:41]1, predict the reactants needed to synthesize it. The reactants are: Cl.[C:2]1([CH3:10])[CH:7]=[CH:6][C:5]([NH:8]N)=[CH:4][CH:3]=1.Br[CH2:12][C:13]([O:15][CH2:16][CH3:17])=[O:14].C([O-])(=O)C.C(OC(OCC)CCCNC)C.CC1C=C2[C:41](=[CH:42][CH:43]=1)[N:40]([CH2:44][C:45](OCC)=O)[CH:39]=C2CCNC.C=O.C(O)(C(F)(F)F)=O.CC1C=C2C(=CC=1)N(CC(O)=O)C1CN(C)CCC2=1.[F:82][C:83]1[CH:88]=CC(O)=[CH:85][CH:84]=1.CCN=C=NCCCN(C)C. (3) Given the product [Cl:6][C:7]1[C:14]([O:15][CH3:16])=[CH:13][C:10]([CH2:11][C:1]#[N:2])=[C:9]([F:17])[CH:8]=1, predict the reactants needed to synthesize it. The reactants are: [C-:1]#[N:2].[Na+].[I-].[Na+].[Cl:6][C:7]1[C:14]([O:15][CH3:16])=[CH:13][C:10]([CH2:11]Br)=[C:9]([F:17])[CH:8]=1. (4) Given the product [CH:5]1([C:9]2[C:8]3[C:12](=[CH:13][C:5]([C:3]([OH:2])=[O:4])=[CH:6][CH:7]=3)[N:11]([CH2:14][C:15]([N:17]3[CH2:22][CH2:21][O:20][CH2:19][CH2:18]3)=[O:16])[C:10]=2[C:23]2[CH:24]=[C:25]3[C:26](=[CH:27][CH:28]=2)[N:29]=[C:44]([C:40]2[CH:39]=[C:38]([CH3:47])[CH:43]=[CH:42][CH:41]=2)[CH:45]=[CH:30]3)[CH2:13][CH2:12][CH2:8][CH2:7][CH2:6]1, predict the reactants needed to synthesize it. The reactants are: C[O:2][C:3]([C:5]1[CH:13]=[C:12]2[C:8]([C:9](C3CCCCC3)=[C:10]([C:23]3[CH:28]=[CH:27][C:26]([NH2:29])=[C:25]([CH:30]=O)[CH:24]=3)[N:11]2[CH2:14][C:15]([N:17]2[CH2:22][CH2:21][O:20][CH2:19][CH2:18]2)=[O:16])=[CH:7][CH:6]=1)=[O:4].[C:38]1([CH3:47])[CH:43]=[CH:42][CH:41]=[C:40]([C:44](=O)[CH3:45])[CH:39]=1. (5) Given the product [CH2:33]([N:37]1[CH2:42][CH2:41][N:40]([C:1](=[NH:2])[C:3]2[CH:4]=[C:5]([NH:9][C:10](=[O:32])[NH:11][C:12]3[CH:17]=[CH:16][C:15]([S:18]([NH:21][CH2:22][C:23]4[S:27][C:26]([S:28]([NH2:31])(=[O:30])=[O:29])=[CH:25][CH:24]=4)(=[O:20])=[O:19])=[CH:14][CH:13]=3)[CH:6]=[CH:7][CH:8]=2)[CH2:39][CH2:38]1)[CH2:34][CH2:35][CH3:36], predict the reactants needed to synthesize it. The reactants are: [C:1]([C:3]1[CH:4]=[C:5]([NH:9][C:10](=[O:32])[NH:11][C:12]2[CH:17]=[CH:16][C:15]([S:18]([NH:21][CH2:22][C:23]3[S:27][C:26]([S:28]([NH2:31])(=[O:30])=[O:29])=[CH:25][CH:24]=3)(=[O:20])=[O:19])=[CH:14][CH:13]=2)[CH:6]=[CH:7][CH:8]=1)#[N:2].[CH2:33]([N:37]1[CH2:42][CH2:41][NH:40][CH2:39][CH2:38]1)[CH2:34][CH2:35][CH3:36].